This data is from Reaction yield outcomes from USPTO patents with 853,638 reactions. The task is: Predict the reaction yield, written as a fraction of the theoretical maximum amount of product (1.0 means a 100% yield; for example, 0.34 means a 34% yield). (1) The reactants are Cl[C:2]1[CH:7]=[C:6](/[CH:8]=[CH:9]/[CH:10]([C:15]2[CH:20]=[C:19]([Cl:21])[CH:18]=[C:17]([Cl:22])[CH:16]=2)[C:11]([F:14])([F:13])[F:12])[CH:5]=[CH:4][C:3]=1[CH2:23][NH2:24].[C:25](OC(=O)C)(=[O:27])[CH3:26]. The catalyst is C(Cl)Cl.O. The product is [Cl:22][C:17]1[CH:16]=[C:15]([CH:10]([C:11]([F:14])([F:12])[F:13])/[CH:9]=[CH:8]/[C:6]2[CH:7]=[CH:2][C:3]([CH2:23][NH:24][C:25](=[O:27])[CH3:26])=[CH:4][CH:5]=2)[CH:20]=[C:19]([Cl:21])[CH:18]=1. The yield is 0.600. (2) The reactants are [Li]CCCC.[CH3:6][N:7]1[CH:11]=[CH:10][N:9]=[CH:8]1.[NH2:12][C:13]1[CH:21]=[CH:20][C:19]([Cl:22])=[CH:18][C:14]=1[C:15](O)=[O:16].[NH4+].[Cl-]. The catalyst is CCCCCC.CCOCC. The product is [NH2:12][C:13]1[CH:21]=[CH:20][C:19]([Cl:22])=[CH:18][C:14]=1[C:15]([C:8]1[N:7]([CH3:6])[CH:11]=[CH:10][N:9]=1)=[O:16]. The yield is 0.137. (3) The reactants are C([O:4][CH2:5][C:6]([CH2:8][S:9]([C:12]1[CH:17]=[CH:16][C:15]([CH3:18])=[CH:14][CH:13]=1)(=[O:11])=[O:10])=O)(=O)C.[CH3:19][NH:20][NH2:21].C(N([CH2:27][CH3:28])CC)C.[OH2:29].[OH-].[Li+].Cl.[CH2:33]1[CH2:37]O[CH2:35][CH2:34]1. The catalyst is O. The product is [CH2:34]([C:33]1[CH:37]=[C:13]([CH3:12])[CH:14]=[C:15]([CH2:16][CH3:17])[C:18]=1[C:6]1[C:5](=[O:4])[N:20]([CH3:19])[N:21]=[C:28]([CH2:27][OH:29])[C:8]=1[S:9]([C:12]1[CH:13]=[CH:14][C:15]([CH3:18])=[CH:16][CH:17]=1)(=[O:10])=[O:11])[CH3:35]. The yield is 0.0900. (4) The reactants are [H-].[Al+3].[Li+].[H-].[H-].[H-].C([O:9][C:10](=O)[C:11]1[CH:16]=[CH:15][C:14]([O:17][CH3:18])=[N:13][C:12]=1[CH2:19][C:20](OCC)=[O:21])C.O.[OH-].[Na+]. The catalyst is C1COCC1. The product is [OH:9][CH2:10][C:11]1[C:12]([CH2:19][CH2:20][OH:21])=[N:13][C:14]([O:17][CH3:18])=[CH:15][CH:16]=1. The yield is 0.913. (5) The reactants are [F:1][C:2]([F:27])([F:26])[C:3]1[CH:21]=[C:20]([C:22]([F:25])([F:24])[F:23])[CH:19]=[CH:18][C:4]=1[CH2:5][O:6][C:7]1[C:14]([O:15][CH3:16])=[CH:13][C:10]([CH:11]=O)=[C:9]([Cl:17])[CH:8]=1.[CH3:28][NH:29][C:30]1[CH2:34][S:33][C:32](=[O:35])[N:31]=1.CC(C)([O-])C.[K+]. The catalyst is C(O)C. The product is [F:1][C:2]([F:26])([F:27])[C:3]1[CH:21]=[C:20]([C:22]([F:24])([F:25])[F:23])[CH:19]=[CH:18][C:4]=1[CH2:5][O:6][C:7]1[C:14]([O:15][CH3:16])=[CH:13][C:10](/[CH:11]=[C:34]2/[C:30]([NH:29][CH3:28])=[N:31][C:32](=[O:35])[S:33]/2)=[C:9]([Cl:17])[CH:8]=1. The yield is 0.230.